This data is from Forward reaction prediction with 1.9M reactions from USPTO patents (1976-2016). The task is: Predict the product of the given reaction. (1) Given the reactants [CH3:1][N:2]([CH3:33])[CH2:3][CH2:4][C:5]1([C:18](=[O:32])[NH:19][C:20]2[CH:25]=[CH:24][CH:23]=[C:22]([O:26][C:27](=[O:31])[N:28]([CH3:30])[CH3:29])[CH:21]=2)[CH2:10][CH2:9][N:8](C(OC(C)(C)C)=O)[CH2:7][CH2:6]1.C(O)(C(F)(F)F)=O, predict the reaction product. The product is: [CH3:30][N:28]([CH3:29])[C:27](=[O:31])[O:26][C:22]1[CH:23]=[CH:24][CH:25]=[C:20]([NH:19][C:18]([C:5]2([CH2:4][CH2:3][N:2]([CH3:33])[CH3:1])[CH2:10][CH2:9][NH:8][CH2:7][CH2:6]2)=[O:32])[CH:21]=1. (2) Given the reactants [CH3:1][C:2]1[C:7]([CH3:8])=[CH:6][CH:5]=[CH:4][C:3]=1[CH2:9][C:10]#[N:11].[H][H], predict the reaction product. The product is: [CH3:1][C:2]1[C:7]([CH3:8])=[CH:6][CH:5]=[CH:4][C:3]=1[CH2:9][CH2:10][NH2:11]. (3) Given the reactants C([N-]C(C)C)(C)C.[Li+].CCCCCCC.C1COCC1.[Cl:21][C:22]1[CH:27]=[C:26]([O:28][C:29]2[CH:41]=[CH:40][C:39]([C:42]3[CH:43]=[N:44][CH:45]=[N:46][CH:47]=3)=[CH:38][C:30]=2[C:31](N(CC)CC)=[O:32])[CH:25]=[CH:24][N:23]=1, predict the reaction product. The product is: [Cl:21][C:22]1[C:27]2[C:31](=[O:32])[C:30]3[CH:38]=[C:39]([C:42]4[CH:47]=[N:46][CH:45]=[N:44][CH:43]=4)[CH:40]=[CH:41][C:29]=3[O:28][C:26]=2[CH:25]=[CH:24][N:23]=1. (4) Given the reactants CCCCCCCC.[F:9][C:10]([F:24])([F:23])[C:11]([F:22])(Br)[C:12](=[O:20])[C:13]([F:19])([F:18])[C:14]([F:17])([F:16])[F:15].[F:25]C(F)(F)C(=O)C(F)(Br)C(F)(F)C(F)(F)F, predict the reaction product. The product is: [F:9][C:10]([F:24])([F:23])[C:11]1([F:22])[O:20][C:12]1([F:25])[C:13]([F:19])([F:18])[C:14]([F:17])([F:16])[F:15]. (5) Given the reactants [C:1](=[O:4])([O-])[O-].[K+].[K+].IC.[F:9][C:10]1[C:11]([N+:19]([O-:21])=[O:20])=[CH:12][C:13](O)=[C:14]([CH:17]=1)[CH:15]=[O:16].O, predict the reaction product. The product is: [F:9][C:10]1[C:11]([N+:19]([O-:21])=[O:20])=[CH:12][C:13]([O:4][CH3:1])=[C:14]([CH:17]=1)[CH:15]=[O:16]. (6) Given the reactants [NH2:1][C:2]1[C:3]([O:12][CH3:13])=[C:4]([CH:9]=[CH:10][CH:11]=1)[C:5]([O:7][CH3:8])=[O:6].C(N(CC)CC)C.[C:21]([C:23]1[CH:31]=[CH:30][C:26]([C:27](Cl)=[O:28])=[CH:25][CH:24]=1)#[N:22], predict the reaction product. The product is: [C:21]([C:23]1[CH:31]=[CH:30][C:26]([C:27]([NH:1][C:2]2[C:3]([O:12][CH3:13])=[C:4]([CH:9]=[CH:10][CH:11]=2)[C:5]([O:7][CH3:8])=[O:6])=[O:28])=[CH:25][CH:24]=1)#[N:22]. (7) The product is: [CH2:33]([N:25]([CH2:26][C:27]1[CH:32]=[CH:31][CH:30]=[CH:29][CH:28]=1)[CH2:24][C:7]([F:14])([F:13])[C:8]([O:10][CH2:11][CH3:12])=[O:9])[C:34]1[CH:39]=[CH:38][CH:37]=[CH:36][CH:35]=1. Given the reactants [Si](Cl)(C)(C)C.Br[C:7]([F:14])([F:13])[C:8]([O:10][CH2:11][CH3:12])=[O:9].N1([CH2:24][N:25]([CH2:33][C:34]2[CH:39]=[CH:38][CH:37]=[CH:36][CH:35]=2)[CH2:26][C:27]2[CH:32]=[CH:31][CH:30]=[CH:29][CH:28]=2)C2C=CC=CC=2N=N1, predict the reaction product.